This data is from Catalyst prediction with 721,799 reactions and 888 catalyst types from USPTO. The task is: Predict which catalyst facilitates the given reaction. Reactant: [CH3:1][NH:2][N:3]=[CH:4][C:5](=[O:7])[CH3:6].O=[C:9]([C:12]1[CH:17]=[CH:16][C:15]([CH2:18][CH2:19][CH3:20])=[CH:14][CH:13]=1)[CH:10]=[O:11].C(Cl)(Cl)Cl.CCCCCC.C(OCC)(=O)C. Product: [CH2:18]([C:15]1[CH:16]=[CH:17][C:12]([C:9]2[N:2]([CH3:1])[N:3]=[C:4]([C:5](=[O:7])[CH3:6])[C:10]=2[OH:11])=[CH:13][CH:14]=1)[CH2:19][CH3:20]. The catalyst class is: 15.